From a dataset of Full USPTO retrosynthesis dataset with 1.9M reactions from patents (1976-2016). Predict the reactants needed to synthesize the given product. (1) The reactants are: Cl.[NH2:2][C@H:3]([C:5]([NH2:7])=[O:6])[CH3:4].O.C(=O)([O-])O.[Na+].[F:14][C:15]([F:22])([F:21])[CH2:16][O:17][C:18](Cl)=[O:19]. Given the product [F:14][C:15]([F:22])([F:21])[CH2:16][O:17][C:18]([NH:7][C:5](=[O:6])[C@H:3]([CH3:4])[NH2:2])=[O:19], predict the reactants needed to synthesize it. (2) The reactants are: [N+:1]([C:4]1[CH:5]=[C:6]([NH2:11])[C:7]([NH2:10])=[N:8][CH:9]=1)([O-:3])=[O:2].[F:12][C:13]1[CH:21]=[CH:20][CH:19]=[CH:18][C:14]=1[C:15](O)=O.CS(O)(=O)=O.O=P12OP3(OP(OP(O3)(O1)=O)(=O)O2)=O. Given the product [F:12][C:13]1[CH:21]=[CH:20][CH:19]=[CH:18][C:14]=1[C:15]1[NH:10][C:7]2=[N:8][CH:9]=[C:4]([N+:1]([O-:3])=[O:2])[CH:5]=[C:6]2[N:11]=1, predict the reactants needed to synthesize it. (3) Given the product [C:42]([NH:41][C:39]1[N:40]=[C:13]([NH:15][C:16]([C:18]2[CH:19]=[CH:20][C:21]3[CH:22]=[C:23]4[C:30](=[O:31])[NH:29][CH2:28][C:27]5([CH2:32][CH2:33][CH2:34]5)[N:24]4[C:25]=3[CH:26]=2)=[O:17])[S:37][CH:38]=1)(=[O:45])[CH:43]=[CH2:44], predict the reactants needed to synthesize it. The reactants are: C(N1CCOC2C=C[C:13]([NH:15][C:16]([C:18]3[CH:19]=[CH:20][C:21]4[CH:22]=[C:23]5[C:30](=[O:31])[NH:29][CH2:28][C:27]6([CH2:34][CH2:33][CH2:32]6)[N:24]5[C:25]=4[CH:26]=3)=[O:17])=CC1=2)(=O)C=C.NC1[S:37][CH:38]=[C:39]([NH:41][C:42](=[O:45])[CH:43]=[CH2:44])[N:40]=1. (4) Given the product [C:1]([O:5][C:6]([N:8]1[CH2:13][CH2:12][C:11]([CH:20]2[CH2:25][CH2:24][CH2:23][CH2:22][CH2:21]2)([CH2:14][N:26]=[N+:27]=[N-:28])[CH2:10][CH2:9]1)=[O:7])([CH3:4])([CH3:3])[CH3:2], predict the reactants needed to synthesize it. The reactants are: [C:1]([O:5][C:6]([N:8]1[CH2:13][CH2:12][C:11]([CH:20]2[CH2:25][CH2:24][CH2:23][CH2:22][CH2:21]2)([CH2:14]OS(C)(=O)=O)[CH2:10][CH2:9]1)=[O:7])([CH3:4])([CH3:3])[CH3:2].[N-:26]=[N+:27]=[N-:28].[Na+].